Predict the product of the given reaction. From a dataset of Forward reaction prediction with 1.9M reactions from USPTO patents (1976-2016). (1) Given the reactants [Br:1]Br.[C:3]([C:6]1[C:7](=[O:27])[O:8][C:9]2[C:14]([CH:15]=1)=[CH:13][CH:12]=[C:11]([O:16][CH2:17][CH2:18][NH:19][C:20](=[O:26])[O:21][C:22]([CH3:25])([CH3:24])[CH3:23])[CH:10]=2)(=[O:5])[CH3:4].C(Cl)(Cl)Cl.CCO, predict the reaction product. The product is: [Br:1][CH2:4][C:3]([C:6]1[C:7](=[O:27])[O:8][C:9]2[C:14]([CH:15]=1)=[CH:13][CH:12]=[C:11]([O:16][CH2:17][CH2:18][NH:19][C:20](=[O:26])[O:21][C:22]([CH3:23])([CH3:25])[CH3:24])[CH:10]=2)=[O:5]. (2) Given the reactants [F:1][C:2]1[CH:15]=[C:14]([CH2:16][CH2:17][N+:18]([O-:20])=O)[CH:13]=[CH:12][C:3]=1[O:4][CH2:5][C:6]1[CH:11]=[CH:10][CH:9]=[CH:8][N:7]=1.C[O-].[Li+].C(=O)(O)[O-].[Na+].[C:29]([C:31]1[C:32]([NH2:38])=[N:33][C:34]([NH2:37])=[CH:35][CH:36]=1)#[CH:30].C(N(CC)CC)C, predict the reaction product. The product is: [F:1][C:2]1[CH:15]=[C:14]([CH:13]=[CH:12][C:3]=1[O:4][CH2:5][C:6]1[CH:11]=[CH:10][CH:9]=[CH:8][N:7]=1)[CH2:16][C:17]1[CH:30]=[C:29]([C:31]2[C:32]([NH2:38])=[N:33][C:34]([NH2:37])=[CH:35][CH:36]=2)[O:20][N:18]=1. (3) The product is: [Cl:1][C:2]1[CH:3]=[CH:4][C:5]([CH:8]2[CH2:12][N:11]([C:41]([CH:38]3[CH2:37][CH2:36][N:35]([C:33]([C:30]4([CH3:29])[CH2:32][CH2:31]4)=[O:34])[CH2:40][CH2:39]3)=[O:42])[CH2:10][CH:9]2[N:13]([CH3:28])[C:14](=[O:27])[C:15]2[CH:20]=[CH:19][C:18]([O:21][CH3:22])=[C:17]([C:23]([F:24])([F:25])[F:26])[CH:16]=2)=[CH:6][CH:7]=1. Given the reactants [Cl:1][C:2]1[CH:7]=[CH:6][C:5]([CH:8]2[CH2:12][NH:11][CH2:10][CH:9]2[N:13]([CH3:28])[C:14](=[O:27])[C:15]2[CH:20]=[CH:19][C:18]([O:21][CH3:22])=[C:17]([C:23]([F:26])([F:25])[F:24])[CH:16]=2)=[CH:4][CH:3]=1.[CH3:29][C:30]1([C:33]([N:35]2[CH2:40][CH2:39][CH:38]([C:41](O)=[O:42])[CH2:37][CH2:36]2)=[O:34])[CH2:32][CH2:31]1.F[P-](F)(F)(F)(F)F.N1(OC(N(C)C)=[N+](C)C)C2N=CC=CC=2N=N1.C(N(CC)C(C)C)(C)C, predict the reaction product. (4) Given the reactants [C:1]([N:4]([CH3:25])[C:5]1[CH:10]=[CH:9][CH:8]=[CH:7][C:6]=1[CH2:11][C:12]([NH:14][CH2:15][C@H:16]1[CH2:21][CH2:20][C@H:19]([C:22]([OH:24])=O)[CH2:18][CH2:17]1)=[O:13])([OH:3])=O.[N:26]1[CH:31]=[CH:30][CH:29]=[CH:28][C:27]=1[N:32]1[CH2:37][CH2:36][NH:35][CH2:34][CH2:33]1, predict the reaction product. The product is: [CH3:25][N:4]1[C:5]2[CH:10]=[CH:9][CH:8]=[CH:7][C:6]=2[CH2:11][C:12](=[O:13])[N:14]([CH2:15][C@H:16]2[CH2:17][CH2:18][C@H:19]([C:22]([N:35]3[CH2:36][CH2:37][N:32]([C:27]4[CH:28]=[CH:29][CH:30]=[CH:31][N:26]=4)[CH2:33][CH2:34]3)=[O:24])[CH2:20][CH2:21]2)[C:1]1=[O:3]. (5) Given the reactants [C:1]([O:5][C:6]([NH:8][C@H:9]([CH2:26][C:27]1[CH:32]=[CH:31][C:30]([NH:33]C(OCC2C3C=CC=CC=3C3C2=CC=CC=3)=O)=[CH:29][CH:28]=1)[C:10]([NH:12][C@@H:13]([CH:23]([CH3:25])[CH3:24])[CH2:14][O:15][CH2:16][CH2:17][C:18]([O:20]CC)=[O:19])=[O:11])=[O:7])([CH3:4])([CH3:3])[CH3:2].[Li+].[OH-].Cl, predict the reaction product. The product is: [NH2:33][C:30]1[CH:31]=[CH:32][C:27]([CH2:26][C@@H:9]([NH:8][C:6]([O:5][C:1]([CH3:3])([CH3:2])[CH3:4])=[O:7])[C:10]([NH:12][C@@H:13]([CH:23]([CH3:25])[CH3:24])[CH2:14][O:15][CH2:16][CH2:17][C:18]([OH:20])=[O:19])=[O:11])=[CH:28][CH:29]=1. (6) Given the reactants [CH2:1]([N:8]1[C:12]([CH2:13][OH:14])=[CH:11][C:10]([O:15][CH2:16][CH2:17][CH3:18])=[N:9]1)[C:2]1[CH:7]=[CH:6][CH:5]=[CH:4][CH:3]=1.C(N(CC)CC)C.CS(C)=O.O, predict the reaction product. The product is: [CH2:1]([N:8]1[C:12]([CH:13]=[O:14])=[CH:11][C:10]([O:15][CH2:16][CH2:17][CH3:18])=[N:9]1)[C:2]1[CH:3]=[CH:4][CH:5]=[CH:6][CH:7]=1.